This data is from Reaction yield outcomes from USPTO patents with 853,638 reactions. The task is: Predict the reaction yield, written as a fraction of the theoretical maximum amount of product (1.0 means a 100% yield; for example, 0.34 means a 34% yield). The reactants are [CH3:1][O:2][C:3]1[CH:43]=[CH:42][C:6]([CH2:7][N:8]([CH2:33][C:34]2[CH:39]=[CH:38][C:37]([O:40][CH3:41])=[CH:36][CH:35]=2)[C:9]2[N:14]=[C:13]([CH3:15])[N:12]=[C:11]([C:16]3[C:17]([NH:24][C:25]4[CH:26]=[N:27][C:28]([O:31][CH3:32])=[CH:29][CH:30]=4)=[N:18][CH:19]=[C:20]([CH:23]=3)[CH:21]=[O:22])[N:10]=2)=[CH:5][CH:4]=1.ClCCl.CO.[BH4-].[Na+].[NH4+].[Cl-]. The catalyst is O. The product is [CH3:41][O:40][C:37]1[CH:36]=[CH:35][C:34]([CH2:33][N:8]([CH2:7][C:6]2[CH:5]=[CH:4][C:3]([O:2][CH3:1])=[CH:43][CH:42]=2)[C:9]2[N:14]=[C:13]([CH3:15])[N:12]=[C:11]([C:16]3[CH:23]=[C:20]([CH2:21][OH:22])[CH:19]=[N:18][C:17]=3[NH:24][C:25]3[CH:26]=[N:27][C:28]([O:31][CH3:32])=[CH:29][CH:30]=3)[N:10]=2)=[CH:39][CH:38]=1. The yield is 0.850.